This data is from Forward reaction prediction with 1.9M reactions from USPTO patents (1976-2016). The task is: Predict the product of the given reaction. (1) Given the reactants [F:1][C:2]([F:32])([F:31])[C:3]1[CH:8]=[CH:7][C:6]([C:9]2[C:10]([C:15]([NH:17][C:18]3[CH:27]=[C:26]4[C:21]([CH:22]=[C:23]([C:28]([OH:30])=O)[CH:24]=[N:25]4)=[CH:20][CH:19]=3)=[O:16])=[CH:11][CH:12]=[CH:13][CH:14]=2)=[CH:5][CH:4]=1.[F:33][C:34]1[CH:39]=[CH:38][C:37]([CH:40]([NH2:42])[CH3:41])=[CH:36][CH:35]=1.Cl.CN(C)CCCN=C=NCC.ON1C2C=CC=CC=2N=N1.C(N(CC)CC)C, predict the reaction product. The product is: [F:33][C:34]1[CH:39]=[CH:38][C:37]([CH:40]([NH:42][C:28]([C:23]2[CH:24]=[N:25][C:26]3[C:21]([CH:22]=2)=[CH:20][CH:19]=[C:18]([NH:17][C:15]([C:10]2[C:9]([C:6]4[CH:7]=[CH:8][C:3]([C:2]([F:31])([F:32])[F:1])=[CH:4][CH:5]=4)=[CH:14][CH:13]=[CH:12][CH:11]=2)=[O:16])[CH:27]=3)=[O:30])[CH3:41])=[CH:36][CH:35]=1. (2) Given the reactants [Br:1][C:2]1[CH:3]=[C:4]2[C:9](=[CH:10][CH:11]=1)[C:8](=[O:12])[NH:7][NH:6][C:5]2=O.O=P(Cl)(Cl)[Cl:16], predict the reaction product. The product is: [Br:1][C:2]1[CH:3]=[C:4]2[C:9](=[CH:10][CH:11]=1)[C:8](=[O:12])[NH:7][N:6]=[C:5]2[Cl:16]. (3) Given the reactants [O:1]1[CH:7]2[CH:2]1[CH2:3][CH:4]([C:8]([O-:10])=[O:9])[CH2:5][CH2:6]2, predict the reaction product. The product is: [O:1]1[CH:7]2[CH:2]1[CH2:3][CH:4]([C:8]([O:10][CH2:8][CH:4]1[CH2:5][CH2:6][CH:7]3[O:1][CH:2]3[CH2:3]1)=[O:9])[CH2:5][CH2:6]2. (4) Given the reactants [CH3:1][C@H:2]([NH:13][C:14](=[O:20])OC(C)(C)C)[CH2:3][CH2:4][NH:5][CH2:6][C:7]1[CH:8]=[N:9][CH:10]=[CH:11][CH:12]=1.CC(N([C@@H](C)CCN)C(=O)[O-])(C)C.N1[CH:39]=[CH:38][CH:37]=[C:36](C=O)[CH:35]=1.[Cl:42]C(Cl)C.C(O[BH-](O[C:56](=[O:58])[CH3:57])OC(=O)C)(=O)C.[Na+].[F:60][C:61]1[CH:66]=[C:65]([F:67])[CH:64]=[CH:63][C:62]=1[CH2:68][NH:69][C:70]([C:72]1[C:73](=[O:96])[C:74](O)=[C:75]2C(=O)N3[C@@H](C)CCN(CC4C=NC=CC=4)[C@@H:78]3[CH2:77][N:76]2[CH:94]=1)=[O:71].N[C@@H](C)CCNCC1C=NC=CC=1, predict the reaction product. The product is: [ClH:42].[ClH:42].[NH2:13][C@@H:2]([CH3:1])[CH2:3][CH2:4][NH:5][CH2:6][C:7]1[CH:8]=[N:9][CH:10]=[CH:11][CH:12]=1.[F:60][C:61]1[CH:66]=[C:65]([F:67])[CH:64]=[CH:63][C:62]=1[CH2:68][NH:69][C:70]([C:72]1[C:73](=[O:96])[C:74]([O:58][CH2:56][C:57]2[CH:39]=[CH:38][CH:37]=[CH:36][CH:35]=2)=[C:75]2[C:14](=[O:20])[N:13]3[C@@H:2]([CH3:1])[CH2:3][CH2:4][N:5]([CH2:6][C:7]4[CH:8]=[N:9][CH:10]=[CH:11][CH:12]=4)[C@@H:78]3[CH2:77][N:76]2[CH:94]=1)=[O:71]. (5) Given the reactants Cl[CH2:2][Cl:3].[CH3:4][OH:5].N.[NH2:7][C:8]1[CH:9]=[C:10]2[C:14](=[CH:15][CH:16]=1)[N:13]([CH2:17][CH2:18][N:19]1[CH2:23][CH2:22][CH2:21][CH2:20]1)[CH:12]=[CH:11]2, predict the reaction product. The product is: [N:19]1([CH2:18][CH2:17][N:13]2[C:14]3[C:10](=[CH:9][C:8]([NH:7][C:4](=[O:5])[C:15]#[C:14][C:10]4[CH:11]=[CH:12][C:2]([Cl:3])=[CH:8][CH:9]=4)=[CH:16][CH:15]=3)[CH:11]=[CH:12]2)[CH2:23][CH2:22][CH2:21][CH2:20]1.